This data is from Forward reaction prediction with 1.9M reactions from USPTO patents (1976-2016). The task is: Predict the product of the given reaction. (1) Given the reactants [C:1]([C:3]([C:6]1[CH:7]=[C:8]([CH3:17])[CH:9]=[C:10]([C:12]([CH3:16])([C:14]#[N:15])[CH3:13])[CH:11]=1)([CH3:5])[CH3:4])#[N:2].[Br:18]N1C(=O)CCC1=O.C(Cl)(Cl)(Cl)Cl, predict the reaction product. The product is: [C:14]([C:12]([C:10]1[CH:9]=[C:8]([CH:7]=[C:6]([C:3]([CH3:5])([C:1]#[N:2])[CH3:4])[CH:11]=1)[CH2:17][Br:18])([CH3:16])[CH3:13])#[N:15]. (2) Given the reactants [CH3:1][O:2][CH2:3][C:4]([CH2:35][O:36][CH3:37])([CH3:34])[C:5]([O:7][CH:8]([N:10]1[C:14]2[CH:15]=[CH:16][CH:17]=[CH:18][C:13]=2[N:12]=[C:11]1[S:19][CH2:20][C:21]1[C:26]([CH3:27])=[C:25]([O:28][CH2:29][C:30]([F:33])([F:32])[F:31])[CH:24]=[CH:23][N:22]=1)[CH3:9])=[O:6].ClC1C=C(C=CC=1)C(OO)=[O:43], predict the reaction product. The product is: [CH3:37][O:36][CH2:35][C:4]([CH2:3][O:2][CH3:1])([CH3:34])[C:5]([O:7][CH:8]([N:10]1[C:14]2[CH:15]=[CH:16][CH:17]=[CH:18][C:13]=2[N:12]=[C:11]1[S:19]([CH2:20][C:21]1[C:26]([CH3:27])=[C:25]([O:28][CH2:29][C:30]([F:33])([F:31])[F:32])[CH:24]=[CH:23][N:22]=1)=[O:43])[CH3:9])=[O:6]. (3) Given the reactants [BH4-].[Na+].[N+:3]([C:6]1[CH:15]=[C:14]2[C:9]([CH:10]=[C:11]([C:21]([O:23][CH3:24])=[O:22])[C:12]([C:16]3[CH:20]=[CH:19][S:18][CH:17]=3)=[N:13]2)=[CH:8][CH:7]=1)([O-])=O.C1COCC1.Cl, predict the reaction product. The product is: [NH2:3][C:6]1[CH:15]=[C:14]2[C:9]([CH:10]=[C:11]([C:21]([O:23][CH3:24])=[O:22])[C:12]([C:16]3[CH:20]=[CH:19][S:18][CH:17]=3)=[N:13]2)=[CH:8][CH:7]=1. (4) Given the reactants [O:1]1[CH2:5][CH2:4][C@H:3]([O:6][C:7]2[CH:12]=[CH:11][N:10]=[C:9]([NH2:13])[N:8]=2)[CH2:2]1.C1C(=O)N([Br:21])C(=O)C1, predict the reaction product. The product is: [Br:21][C:12]1[C:7]([O:6][C@H:3]2[CH2:4][CH2:5][O:1][CH2:2]2)=[N:8][C:9]([NH2:13])=[N:10][CH:11]=1. (5) The product is: [CH:27]1([N:26]([CH3:31])[CH2:25][CH2:24][CH2:23][O:21][C:18]2[CH:19]=[CH:20][C:15]([C:9]3([CH2:8][NH:7][C:2]4[CH:3]=[CH:4][CH:5]=[CH:6][N:1]=4)[CH2:10][CH2:11][O:12][CH2:13][CH2:14]3)=[CH:16][CH:17]=2)[CH2:30][CH2:29][CH2:28]1. Given the reactants [N:1]1[CH:6]=[CH:5][CH:4]=[CH:3][C:2]=1[NH:7][CH2:8][C:9]1([C:15]2[CH:20]=[CH:19][C:18]([OH:21])=[CH:17][CH:16]=2)[CH2:14][CH2:13][O:12][CH2:11][CH2:10]1.Cl[CH2:23][CH2:24][CH2:25][N:26]([CH3:31])[CH:27]1[CH2:30][CH2:29][CH2:28]1.C(=O)([O-])[O-].[K+].[K+], predict the reaction product. (6) Given the reactants [NH:1]1[C:9]2[C:4](=[CH:5][CH:6]=[CH:7][CH:8]=2)[C:3]([C:10](=[O:12])[CH3:11])=[N:2]1.C(N(CC)CC)C.[C:20](Cl)(=[O:23])[O:21][CH3:22], predict the reaction product. The product is: [C:10]([C:3]1[C:4]2[C:9](=[CH:8][CH:7]=[CH:6][CH:5]=2)[N:1]([C:20]([O:21][CH3:22])=[O:23])[N:2]=1)(=[O:12])[CH3:11]. (7) Given the reactants [OH:1][C:2]1[C:3]([CH3:11])=[C:4]([CH:8]=[CH:9][CH:10]=1)[C:5](O)=[O:6], predict the reaction product. The product is: [OH:6][CH2:5][C:4]1[C:3]([CH3:11])=[C:2]([OH:1])[CH:10]=[CH:9][CH:8]=1. (8) Given the reactants [CH2:1]([O:3][CH2:4][C:5]1[N:6]([CH2:18][C:19]2([NH:25]C(=O)OCCCC)[CH2:24][CH2:23][O:22][CH2:21][CH2:20]2)[C:7]2[C:16]3[CH:15]=[CH:14][CH:13]=[CH:12][C:11]=3[N:10]=[CH:9][C:8]=2[N:17]=1)[CH3:2].O1CCC(=O)CC1.C1(=O)CCCCC1.Cl, predict the reaction product. The product is: [CH2:1]([O:3][CH2:4][C:5]1[N:6]([CH2:18][C:19]2([NH2:25])[CH2:24][CH2:23][O:22][CH2:21][CH2:20]2)[C:7]2[C:16]3[CH:15]=[CH:14][CH:13]=[CH:12][C:11]=3[N:10]=[CH:9][C:8]=2[N:17]=1)[CH3:2]. (9) Given the reactants [C:1]([O:5][C:6](=[O:22])[N:7]([CH:9]([C:11](=[O:21])[NH:12][C:13]1[CH:18]=[C:17](Br)[CH:16]=[C:15]([NH2:20])[N:14]=1)[CH3:10])[CH3:8])([CH3:4])([CH3:3])[CH3:2].[B:23]1(B2OCC(C)(C)CO2)[O:28]CC(C)(C)C[O:24]1.CC([O-])=O.[K+].CS(C)=O, predict the reaction product. The product is: [NH2:20][C:15]1[CH:16]=[C:17]([B:23]([OH:28])[OH:24])[CH:18]=[C:13]([NH:12][C:11](=[O:21])[CH:9]([N:7]([C:6]([O:5][C:1]([CH3:4])([CH3:3])[CH3:2])=[O:22])[CH3:8])[CH3:10])[N:14]=1.